Dataset: Blood-brain barrier permeability classification from the B3DB database. Task: Regression/Classification. Given a drug SMILES string, predict its absorption, distribution, metabolism, or excretion properties. Task type varies by dataset: regression for continuous measurements (e.g., permeability, clearance, half-life) or binary classification for categorical outcomes (e.g., BBB penetration, CYP inhibition). Dataset: b3db_classification. (1) The molecule is CC(=O)OCOC(=O)[C@@H]1N2C(=O)[C@@H](NC(=O)Cc3ccccc3)[C@H]2SC1(C)C. The result is 0 (does not penetrate BBB). (2) The compound is CCCC(NC(=O)C1C2CCCC2CN1C(=O)C(NC(=O)C(NC(=O)c1cnccn1)C1CCCCC1)C(C)(C)C)C(=O)C(=O)NC1CC1. The result is 0 (does not penetrate BBB). (3) The drug is CC(C)=CCN1CC[C@@]2(C)c3cc(O)ccc3CC1C2C. The result is 1 (penetrates BBB). (4) The compound is CN=C(NC#N)Nc1cccc(-c2csc(N=C(N)N)n2)c1. The result is 0 (does not penetrate BBB). (5) The molecule is NCCCN1c2ccccc2CCc2ccccc21. The result is 1 (penetrates BBB). (6) The molecule is O=C(Cc1ccc(Cl)c(Cl)c1)N1CCc2[nH]cnc2[C@H]1CN1CCCC1. The result is 0 (does not penetrate BBB).